Dataset: Catalyst prediction with 721,799 reactions and 888 catalyst types from USPTO. Task: Predict which catalyst facilitates the given reaction. (1) Reactant: C(=O)([O-])[O-].[K+].[K+].[CH:7]([C:10]1[C:15](=[O:16])[NH:14][C:13](=[O:17])[NH:12][C:11]=1[O:18][C:19]1[CH:20]=[C:21]([CH:24]=[C:25]([CH3:27])[CH:26]=1)[C:22]#[N:23])([CH3:9])[CH3:8].[CH2:28](I)[CH3:29].C(OCC)(=O)C. Product: [CH2:28]([N:12]1[C:11]([O:18][C:19]2[CH:20]=[C:21]([CH:24]=[C:25]([CH3:27])[CH:26]=2)[C:22]#[N:23])=[C:10]([CH:7]([CH3:9])[CH3:8])[C:15](=[O:16])[NH:14][C:13]1=[O:17])[CH3:29]. The catalyst class is: 3. (2) Reactant: [CH3:1][N:2]1[C:10]([CH3:11])=[C:9]2[C:4]([CH:5]=[CH:6][C:7]([N:12]3[CH:17]=[CH:16][C:15]([OH:18])=[CH:14][C:13]3=[O:19])=[CH:8]2)=[N:3]1.[O:20]1[C:24]2[CH:25]=[CH:26][CH:27]=[CH:28][C:23]=2[CH:22]=[C:21]1[CH2:29]O.C1(P(C2C=CC=CC=2)C2C=CC=CC=2)C=CC=CC=1. Product: [O:20]1[C:24]2[CH:25]=[CH:26][CH:27]=[CH:28][C:23]=2[CH:22]=[C:21]1[CH2:29][O:18][C:15]1[CH:16]=[CH:17][N:12]([C:7]2[CH:6]=[CH:5][C:4]3[C:9](=[C:10]([CH3:11])[N:2]([CH3:1])[N:3]=3)[CH:8]=2)[C:13](=[O:19])[CH:14]=1. The catalyst class is: 54.